The task is: Predict which catalyst facilitates the given reaction.. This data is from Catalyst prediction with 721,799 reactions and 888 catalyst types from USPTO. (1) Reactant: [CH3:1][C:2]1[N:6]([C:7]2[N:12]=[CH:11][CH:10]=[CH:9][N:8]=2)[N:5]=[C:4]([N+:13]([O-])=O)[CH:3]=1.[H][H]. Product: [CH3:1][C:2]1[N:6]([C:7]2[N:12]=[CH:11][CH:10]=[CH:9][N:8]=2)[N:5]=[C:4]([NH2:13])[CH:3]=1. The catalyst class is: 29. (2) The catalyst class is: 262. Reactant: [C:1]([O-:6])(=O)[C:2]([NH2:4])=[O:3].[NH2:7][C:8]1[CH:13]=[CH:12][C:11](C(C2C=CC(O)=CC=2)(C)C)=[CH:10][CH:9]=1. Product: [CH:11]1[CH:12]=[CH:13][C:8]([NH:7][C:1]([C:2]([NH:4][C:8]2[CH:13]=[CH:12][CH:11]=[CH:10][CH:9]=2)=[O:3])=[O:6])=[CH:9][CH:10]=1. (3) Reactant: C([CH:3](O)[CH2:4][CH2:5][C:6]1[CH:11]=[CH:10][C:9]([O:12][CH2:13][CH2:14][CH2:15][CH2:16][C:17]#[CH:18])=[CH:8][CH:7]=1)C.N1C(C)=CC=CC=1C.FC(F)(F)S(OS(C(F)(F)F)(=O)=O)(=O)=O.[CH3:43][C:44]1[CH:49]=[CH:48][C:47]([S:50]([NH:53][C@@H:54]([C@H:61]([NH2:68])[C:62]2[CH:67]=[CH:66][CH:65]=[CH:64][CH:63]=2)[C:55]2[CH:60]=[CH:59][CH:58]=[CH:57][CH:56]=2)(=[O:52])=[O:51])=[CH:46][CH:45]=1.CCN(CC)CC. Product: [CH2:13]([O:12][C:9]1[CH:8]=[CH:7][C:6]([CH2:5][CH2:4][CH2:3][NH:68][C@H:61]([C:62]2[CH:63]=[CH:64][CH:65]=[CH:66][CH:67]=2)[C@H:54]([NH:53][S:50]([C:47]2[CH:46]=[CH:45][C:44]([CH3:43])=[CH:49][CH:48]=2)(=[O:52])=[O:51])[C:55]2[CH:56]=[CH:57][CH:58]=[CH:59][CH:60]=2)=[CH:11][CH:10]=1)[CH2:14][CH2:15][CH2:16][C:17]#[CH:18]. The catalyst class is: 2. (4) Reactant: Cl[S:2]([C:5]1[CH:6]=[C:7]([C:11]([O:13][CH3:14])=[O:12])[N:8]([CH3:10])[CH:9]=1)(=[O:4])=[O:3].C(N(C(C)C)CC)(C)C.[F:24][C:25]([F:30])([F:29])[C@H:26]([NH2:28])[CH3:27]. Product: [CH3:10][N:8]1[CH:9]=[C:5]([S:2](=[O:4])(=[O:3])[NH:28][C@H:26]([CH3:27])[C:25]([F:30])([F:29])[F:24])[CH:6]=[C:7]1[C:11]([O:13][CH3:14])=[O:12]. The catalyst class is: 10. (5) Reactant: [C:1]([C:3]1[CH:8]=[CH:7][C:6]([CH2:9][CH2:10][CH:11]([CH2:23][OH:24])[CH2:12][C:13]2[CH:22]=[CH:21][C:16]([C:17]([O:19][CH3:20])=[O:18])=[CH:15][CH:14]=2)=[CH:5][CH:4]=1)#[N:2].[Cr](Cl)([O-])(=O)=O.[NH+]1C=CC=CC=1. Product: [C:1]([C:3]1[CH:4]=[CH:5][C:6]([CH2:9][CH2:10][CH:11]([CH:23]=[O:24])[CH2:12][C:13]2[CH:14]=[CH:15][C:16]([C:17]([O:19][CH3:20])=[O:18])=[CH:21][CH:22]=2)=[CH:7][CH:8]=1)#[N:2]. The catalyst class is: 4.